From a dataset of Peptide-MHC class II binding affinity with 134,281 pairs from IEDB. Regression. Given a peptide amino acid sequence and an MHC pseudo amino acid sequence, predict their binding affinity value. This is MHC class II binding data. (1) The peptide sequence is IMGSNNISIISIRPRVTK. The MHC is DRB1_0101 with pseudo-sequence DRB1_0101. The binding affinity (normalized) is 0.522. (2) The peptide sequence is SKTHLNFERSLKAFF. The MHC is DRB1_0401 with pseudo-sequence DRB1_0401. The binding affinity (normalized) is 0.155. (3) The peptide sequence is NNTFKPFAEYKSDYV. The MHC is DRB5_0101 with pseudo-sequence DRB5_0101. The binding affinity (normalized) is 0.502. (4) The MHC is HLA-DQA10501-DQB10201 with pseudo-sequence HLA-DQA10501-DQB10201. The peptide sequence is ETKYFAATQFEPLAA. The binding affinity (normalized) is 0.549.